The task is: Predict which catalyst facilitates the given reaction.. This data is from Catalyst prediction with 721,799 reactions and 888 catalyst types from USPTO. (1) Product: [CH3:20][C:21]1[CH:22]=[C:23]([CH:24]=[CH:25][C:26]=1[S:27][CH3:28])[O:29][C:2]1[CH:15]=[CH:14][C:13]([S:16](=[O:19])(=[O:18])[NH2:17])=[CH:12][C:3]=1[C:4]([NH:6][CH2:7][C:8]([O:10][CH3:11])=[O:9])=[O:5]. Reactant: F[C:2]1[CH:15]=[CH:14][C:13]([S:16](=[O:19])(=[O:18])[NH2:17])=[CH:12][C:3]=1[C:4]([NH:6][CH2:7][C:8]([O:10][CH3:11])=[O:9])=[O:5].[CH3:20][C:21]1[CH:22]=[C:23]([OH:29])[CH:24]=[CH:25][C:26]=1[S:27][CH3:28].C([O-])([O-])=O.[K+].[K+].Cl. The catalyst class is: 3. (2) Reactant: [H-].[Al+3].[Li+].[H-].[H-].[H-].[Cl:7][C:8]1[CH:13]=[C:12]([Cl:14])[CH:11]=[CH:10][C:9]=1[CH:15]=[C:16]([N+:18]([O-])=O)[CH3:17].O.[OH-].[Na+]. Product: [Cl:7][C:8]1[CH:13]=[C:12]([Cl:14])[CH:11]=[CH:10][C:9]=1[CH2:15][CH:16]([NH2:18])[CH3:17]. The catalyst class is: 7. (3) Reactant: [NH2:1][C:2]1[CH:7]=[CH:6][C:5]([N:8]2[CH:13]=[C:12]([F:14])[CH:11]=[C:10]([F:15])[C:9]2=[O:16])=[CH:4][CH:3]=1.Cl.Cl[CH2:19][CH2:20][NH:21][CH2:22][CH2:23]Cl.C(=O)([O-])[O-].[K+].[K+]. Product: [F:15][C:10]1[C:9](=[O:16])[N:8]([C:5]2[CH:6]=[CH:7][C:2]([N:1]3[CH2:23][CH2:22][NH:21][CH2:20][CH2:19]3)=[CH:3][CH:4]=2)[CH:13]=[C:12]([F:14])[CH:11]=1. The catalyst class is: 51. (4) Reactant: [C:1]([O:5][C:6]([N:8]1[C@:12]([CH2:14][O:15]C(=O)CCCCC)([CH3:13])[CH2:11][O:10][C:9]1([CH3:24])[CH3:23])=[O:7])([CH3:4])([CH3:3])[CH3:2].[H-].C([Al+]CC(C)C)C(C)C.C(C(C(C([O-])=O)O)O)([O-])=O.[Na+].[K+]. Product: [C:1]([O:5][C:6]([N:8]1[C@:12]([CH2:14][OH:15])([CH3:13])[CH2:11][O:10][C:9]1([CH3:24])[CH3:23])=[O:7])([CH3:4])([CH3:3])[CH3:2]. The catalyst class is: 4. (5) Reactant: [Si:1]([O:8][C@@H:9]([CH2:13][CH2:14][OH:15])[C:10]([NH2:12])=[O:11])([C:4]([CH3:7])([CH3:6])[CH3:5])([CH3:3])[CH3:2].O[N:17]1C(=O)C2C(=CC=CC=2)C1=O.C1(P(C2C=CC=CC=2)C2C=CC=CC=2)C=CC=CC=1.N(C(OC(C)C)=O)=NC(OC(C)C)=O.O.NN. Product: [NH2:17][O:15][CH2:14][CH2:13][C@H:9]([O:8][Si:1]([C:4]([CH3:7])([CH3:6])[CH3:5])([CH3:3])[CH3:2])[C:10]([NH2:12])=[O:11]. The catalyst class is: 2. (6) Product: [CH3:1][C:2]1[C:6]2[CH:7]=[C:8]([NH2:11])[CH:9]=[CH:10][C:5]=2[O:4][N:3]=1. Reactant: [CH3:1][C:2]1[C:6]2[CH:7]=[C:8]([N+:11]([O-])=O)[CH:9]=[CH:10][C:5]=2[O:4][N:3]=1.O.O.[Sn](Cl)Cl.Cl. The catalyst class is: 52. (7) Product: [Br:11][CH2:10][C:3]1[CH:4]=[CH:5][C:6]([O:8][CH3:9])=[CH:7][C:2]=1[Cl:1]. The catalyst class is: 340. Reactant: [Cl:1][C:2]1[CH:7]=[C:6]([O:8][CH3:9])[CH:5]=[CH:4][C:3]=1[CH3:10].[Br:11]N1C(=O)CCC1=O.